Dataset: hERG Central: cardiac toxicity at 1µM, 10µM, and general inhibition. Task: Predict hERG channel inhibition at various concentrations. The compound is CC1(C)Cc2cccc(OCC(=O)N3CCN(c4ccccc4Cl)CC3)c2O1. Results: hERG_inhib (hERG inhibition (general)): blocker.